Dataset: Catalyst prediction with 721,799 reactions and 888 catalyst types from USPTO. Task: Predict which catalyst facilitates the given reaction. (1) Reactant: [CH3:1][S:2]([O:5][C:6]1[CH:11]=[CH:10][C:9]([CH2:12][CH2:13][S:14]C(=O)C)=[CH:8][CH:7]=1)(=[O:4])=[O:3].[H-].[H-].[H-].[H-].[Li+].[Al+3].O.[OH-].[Na+]. Product: [SH:14][CH2:13][CH2:12][C:9]1[CH:8]=[CH:7][C:6]([O:5][S:2]([CH3:1])(=[O:4])=[O:3])=[CH:11][CH:10]=1. The catalyst class is: 1. (2) Reactant: [F:1][C:2]1[CH:7]=[CH:6][CH:5]=[CH:4][C:3]=1[C:8]1[CH:13]=[CH:12][N:11]=[CH:10][C:9]=1[N:14]([CH2:31][C:32]([F:35])([F:34])[F:33])[C:15](=[O:30])[C:16]1[CH:21]=[C:20]([C:22](F)(F)F)N=[C:18]([C:26]([F:29])([F:28])[F:27])[CH:17]=1.[CH3:36][S:37](C1C=C(C=C(C(F)(F)F)C=1)C(O)=O)(=[O:39])=[O:38].F[B-](F)(F)F.BrC1C=CC=C[N+]=1CC.C(N(CC)C(C)C)(C)C. Product: [F:1][C:2]1[CH:7]=[CH:6][CH:5]=[CH:4][C:3]=1[C:8]1[CH:13]=[CH:12][N:11]=[CH:10][C:9]=1[N:14]([CH2:31][C:32]([F:34])([F:33])[F:35])[C:15](=[O:30])[C:16]1[CH:17]=[C:18]([C:26]([F:28])([F:27])[F:29])[CH:22]=[C:20]([S:37]([CH3:36])(=[O:39])=[O:38])[CH:21]=1. The catalyst class is: 2.